Task: Predict the reactants needed to synthesize the given product.. Dataset: Full USPTO retrosynthesis dataset with 1.9M reactions from patents (1976-2016) (1) Given the product [Cl:28][C:29]1[CH:30]=[CH:31][C:32]([C:35]2[N:36]=[C:37]3[CH:42]=[CH:41][C:40]([C:43]([N:51]4[CH2:55][CH2:54][C@@H:53]([OH:56])[CH2:52]4)=[O:45])=[CH:39][N:38]3[C:46]=2[CH2:47][OH:48])=[CH:33][CH:34]=1, predict the reactants needed to synthesize it. The reactants are: C(N(C(C)C)CC)(C)C.CCCP1(OP(CCC)(=O)OP(CCC)(=O)O1)=O.[Cl:28][C:29]1[CH:34]=[CH:33][C:32]([C:35]2[N:36]=[C:37]3[CH:42]=[CH:41][C:40]([C:43]([O-:45])=O)=[CH:39][N:38]3[C:46]=2[CH2:47][OH:48])=[CH:31][CH:30]=1.[Na+].Cl.[NH:51]1[CH2:55][CH2:54][C@@H:53]([OH:56])[CH2:52]1. (2) Given the product [Cl:14][C:12]1[C:11]([C:15]([F:18])([F:17])[F:16])=[CH:10][C:9]2[NH:19][C:20](=[O:43])[CH2:21][C:22]([C:23]3[CH:28]=[CH:27][CH:26]=[C:25]([N:29]4[C:33]([CH2:34][OH:35])=[CH:32][N:31]=[N:30]4)[CH:24]=3)=[N:7][C:8]=2[CH:13]=1, predict the reactants needed to synthesize it. The reactants are: C(OC(=O)[NH:7][C:8]1[CH:13]=[C:12]([Cl:14])[C:11]([C:15]([F:18])([F:17])[F:16])=[CH:10][C:9]=1[NH:19][C:20](=[O:43])[CH2:21][C:22](=O)[C:23]1[CH:28]=[CH:27][CH:26]=[C:25]([N:29]2[C:33]([CH2:34][O:35]C3CCCCO3)=[CH:32][N:31]=[N:30]2)[CH:24]=1)(C)(C)C.C(O)(C(F)(F)F)=O. (3) Given the product [CH3:37][C:36]1[N:38]=[C:9]([C:8]2[CH:7]=[CH:6][C:5]([CH2:4][C:3]([C:14]3[CH:15]=[CH:16][CH:17]=[CH:18][CH:19]=3)=[O:20])=[CH:13][CH:12]=2)[O:11][N:35]=1, predict the reactants needed to synthesize it. The reactants are: CO[C:3]([O:20]C)([C:14]1[CH:19]=[CH:18][CH:17]=[CH:16][CH:15]=1)[CH2:4][C:5]1[CH:13]=[CH:12][C:8]([C:9]([OH:11])=O)=[CH:7][CH:6]=1.C(N1C=CN=C1)(N1C=CN=C1)=O.O[NH:35][C:36](=[NH:38])[CH3:37]. (4) Given the product [CH3:26][C:23]1[S:24][CH:25]=[C:21]([C:19]([N:15]2[CH2:14][C:13]3([CH2:27][CH2:28][N:10]([CH2:9][CH2:8][O:7][C:6]4[CH:5]=[C:4]([CH2:3][CH:2]=[O:1])[CH:31]=[CH:30][CH:29]=4)[CH2:11][CH2:12]3)[O:18][CH2:17][CH2:16]2)=[O:20])[N:22]=1, predict the reactants needed to synthesize it. The reactants are: [OH:1][CH2:2][CH2:3][C:4]1[CH:5]=[C:6]([CH:29]=[CH:30][CH:31]=1)[O:7][CH2:8][CH2:9][N:10]1[CH2:28][CH2:27][C:13]2([O:18][CH2:17][CH2:16][N:15]([C:19]([C:21]3[N:22]=[C:23]([CH3:26])[S:24][CH:25]=3)=[O:20])[CH2:14]2)[CH2:12][CH2:11]1.FC(F)(F)C(O)=O.CC(OI1(OC(C)=O)(OC(C)=O)OC(=O)C2C=CC=CC1=2)=O. (5) Given the product [Cl:17][C:2]1[N:3]=[C:4]2[CH:10]=[C:9]([C:11]([O:13][CH3:14])=[O:12])[S:8][C:5]2=[N:6][CH:7]=1, predict the reactants needed to synthesize it. The reactants are: O=[C:2]1[CH:7]=[N:6][C:5]2[S:8][C:9]([C:11]([O:13][CH3:14])=[O:12])=[CH:10][C:4]=2[NH:3]1.O=P(Cl)(Cl)[Cl:17]. (6) Given the product [F:21][C:22]1[CH:28]=[CH:27][C:25]([NH:26][C:4]([C:1]2([C:7]([OH:9])=[O:8])[CH2:3][CH2:2]2)=[O:5])=[CH:24][CH:23]=1, predict the reactants needed to synthesize it. The reactants are: [C:1]1([C:7]([OH:9])=[O:8])([C:4](O)=[O:5])[CH2:3][CH2:2]1.CCN(CC)CC.S(Cl)(Cl)=O.[F:21][C:22]1[CH:28]=[CH:27][C:25]([NH2:26])=[CH:24][CH:23]=1. (7) Given the product [CH3:26][O:27][C:28](=[O:34])[C@@H:29]([NH:33][C:21]([C:19]1[O:18][N:17]=[C:16]([C:13]2[CH:12]=[CH:11][C:10]([NH:9][C:8]([NH:7][C:1]3[CH:6]=[CH:5][CH:4]=[CH:3][CH:2]=3)=[O:24])=[CH:15][CH:14]=2)[CH:20]=1)=[O:22])[CH:30]([CH3:32])[CH3:31], predict the reactants needed to synthesize it. The reactants are: [C:1]1([NH:7][C:8](=[O:24])[NH:9][C:10]2[CH:15]=[CH:14][C:13]([C:16]3[CH:20]=[C:19]([C:21](O)=[O:22])[O:18][N:17]=3)=[CH:12][CH:11]=2)[CH:6]=[CH:5][CH:4]=[CH:3][CH:2]=1.Cl.[CH3:26][O:27][C:28](=[O:34])[C@@H:29]([NH2:33])[CH:30]([CH3:32])[CH3:31].[K+].[Br-]. (8) Given the product [C@H:36]1([NH:27][C:20]2[O:8][CH2:9][C:10]3[C:15]([N+:16]([O-:18])=[O:17])=[CH:14][CH:13]=[CH:12][C:11]=3[N:19]=2)[C:37]2[C:38](=[CH:39][CH:43]=[CH:44][CH:45]=2)[CH2:53][CH2:52]1, predict the reactants needed to synthesize it. The reactants are: C([Si]([O:8][CH2:9][C:10]1[C:15]([N+:16]([O-:18])=[O:17])=[CH:14][CH:13]=[CH:12][C:11]=1[N:19]=[C:20]=S)(C)C)(C)(C)C.[F-].C([N+:27]([CH2:36][CH2:37][CH2:38][CH3:39])(CCCC)CCCC)CCC.Cl.CN(C)[CH2:43][CH2:44][CH2:45]N=C=NCC.[C:52](#N)[CH3:53]. (9) Given the product [C:42]([C:41]1[CH:40]=[CH:39][C:38]([CH2:37][C@@:33]2([CH3:36])[N:32]3[C:6]([C:5]([OH:4])=[O:7])=[CH:47][N:48]=[C:31]3[N:30]([C:24]3[CH:23]=[C:22]([Cl:21])[C:27]([F:28])=[C:26]([Cl:29])[CH:25]=3)[C:34]2=[O:35])=[CH:45][CH:44]=1)#[N:43], predict the reactants needed to synthesize it. The reactants are: C([O:4][C:5](=[O:7])[CH3:6])(=O)C.C([O-])=O.[Na+].CCN(C(C)C)C(C)C.[Cl:21][C:22]1[CH:23]=[C:24]([N:30]2[C:34](=[O:35])[C@:33]([CH2:37][C:38]3[CH:45]=[CH:44][C:41]([C:42]#[N:43])=[CH:40][CH:39]=3)([CH3:36])[N:32]3C(I)=[CH:47][N:48]=[C:31]23)[CH:25]=[C:26]([Cl:29])[C:27]=1[F:28].[Li+].[Cl-]. (10) Given the product [CH3:22][C@@H:10]1[CH2:9][NH:8][C@@H:13]([CH3:14])[CH2:12][N:11]1[C:15]([O:17][C:18]([CH3:20])([CH3:19])[CH3:21])=[O:16], predict the reactants needed to synthesize it. The reactants are: C([N:8]1[C@@H:13]([CH3:14])[CH2:12][N:11]([C:15]([O:17][C:18]([CH3:21])([CH3:20])[CH3:19])=[O:16])[C@H:10]([CH3:22])[CH2:9]1)C1C=CC=CC=1.C(O)=O.